Dataset: Reaction yield outcomes from USPTO patents with 853,638 reactions. Task: Predict the reaction yield, written as a fraction of the theoretical maximum amount of product (1.0 means a 100% yield; for example, 0.34 means a 34% yield). The reactants are [CH3:1][N:2]1[C:11]2[C:6](=[CH:7][CH:8]=[C:9]([C:12]([F:15])([F:14])[F:13])[CH:10]=2)[C:5]([CH3:16])=[C:4]([C:17]([OH:19])=O)[C:3]1=[S:20].[F:21][C:22]1[CH:23]=[C:24]([CH:27]=[CH:28][CH:29]=1)[CH2:25][NH2:26]. No catalyst specified. The product is [F:21][C:22]1[CH:23]=[C:24]([CH2:25][NH:26][C:17]([C:4]2[C:3](=[S:20])[N:2]([CH3:1])[C:11]3[C:6]([C:5]=2[CH3:16])=[CH:7][CH:8]=[C:9]([C:12]([F:15])([F:13])[F:14])[CH:10]=3)=[O:19])[CH:27]=[CH:28][CH:29]=1. The yield is 0.420.